From a dataset of Full USPTO retrosynthesis dataset with 1.9M reactions from patents (1976-2016). Predict the reactants needed to synthesize the given product. (1) The reactants are: [NH2:1][C:2]1[C:7]([S:8]([NH2:11])(=[O:10])=[O:9])=[CH:6][C:5]([Br:12])=[CH:4][N:3]=1.[CH2:13]([O:15][C:16](=[O:21])[CH2:17][C:18](Cl)=[O:19])[CH3:14].C(=O)(O)[O-].[Na+]. Given the product [CH2:13]([O:15][C:16](=[O:21])[CH2:17][C:18]([NH:1][C:2]1[C:7]([S:8](=[O:9])(=[O:10])[NH2:11])=[CH:6][C:5]([Br:12])=[CH:4][N:3]=1)=[O:19])[CH3:14], predict the reactants needed to synthesize it. (2) Given the product [F:1][C:2]([F:7])([F:6])[C:3]([OH:5])=[O:4].[C:46]([CH:27]1[CH2:28][N:29]([S:32]([C:35]2[CH:44]=[CH:43][C:42]3[C:37](=[CH:38][CH:39]=[C:40]([Cl:45])[CH:41]=3)[CH:36]=2)(=[O:34])=[O:33])[CH2:30][CH2:31][N:26]1[C:24]([C:22]1[S:21][C:18]2[CH2:19][NH:20][CH2:15][CH2:16][C:17]=2[N:23]=1)=[O:25])(=[O:48])[NH2:47], predict the reactants needed to synthesize it. The reactants are: [F:1][C:2]([F:7])([F:6])[C:3]([OH:5])=[O:4].C(OC([CH:15]1[NH:20][CH2:19][C:18]2[S:21][C:22]([C:24]([N:26]3[CH2:31][CH2:30][N:29]([S:32]([C:35]4[CH:44]=[CH:43][C:42]5[C:37](=[CH:38][CH:39]=[C:40]([Cl:45])[CH:41]=5)[CH:36]=4)(=[O:34])=[O:33])[CH2:28][CH:27]3[C:46](=[O:48])[NH2:47])=[O:25])=[N:23][C:17]=2[CH2:16]1)=O)(C)(C)C. (3) Given the product [Br:20][CH:8]([C:6]1[CH:5]=[CH:4][CH:3]=[C:2]([Br:1])[N:7]=1)[C:9]([O:11][CH3:12])=[O:10], predict the reactants needed to synthesize it. The reactants are: [Br:1][C:2]1[N:7]=[C:6]([CH2:8][C:9]([O:11][CH3:12])=[O:10])[CH:5]=[CH:4][CH:3]=1.C1C(=O)N([Br:20])C(=O)C1.C(OOC(=O)C1C=CC=CC=1)(=O)C1C=CC=CC=1. (4) Given the product [CH2:28]([N:24]1[CH2:25][CH2:26][CH2:27][CH:22]([CH2:21][N:18]2[CH2:17][CH2:16][N:15]([C:10]3[CH:11]=[CH:12][CH:13]=[CH:14][C:9]=3[O:8][CH3:7])[CH2:20][CH2:19]2)[CH2:23]1)[C:30]1[CH:35]=[CH:34][CH:33]=[CH:32][CH:31]=1, predict the reactants needed to synthesize it. The reactants are: B.C1COCC1.[CH3:7][O:8][C:9]1[CH:14]=[CH:13][CH:12]=[CH:11][C:10]=1[N:15]1[CH2:20][CH2:19][N:18]([CH2:21][CH:22]2[CH2:27][CH2:26][CH2:25][N:24]([C:28]([C:30]3[CH:35]=[CH:34][CH:33]=[CH:32][CH:31]=3)=O)[CH2:23]2)[CH2:17][CH2:16]1. (5) Given the product [C:1]([C:3]1[CH:8]=[CH:7][C:6]([CH:9]2[CH2:10][S:11][C:12]3=[N:13][CH:14]=[C:15]([C:17]([O:19][CH2:20][CH3:21])=[O:18])[N:16]23)=[CH:5][C:4]=1[F:23])#[N:2], predict the reactants needed to synthesize it. The reactants are: [C:1]([C:3]1[CH:8]=[CH:7][C:6]([CH:9](O)[CH2:10][S:11][C:12]2[NH:16][C:15]([C:17]([O:19][CH2:20][CH3:21])=[O:18])=[CH:14][N:13]=2)=[CH:5][C:4]=1[F:23])#[N:2].C(N(CC)C(C)C)(C)C.C(OC(OC(C)(C)C)=O)(OC(C)(C)C)=O.CS(OS(C)(=O)=O)(=O)=O.C(=O)(O)[O-].[Na+]. (6) Given the product [NH2:13][C:14]1[N:15]([CH3:32])[C:16](=[O:31])[C:17]2([N:30]=1)[C:26]1[C:21](=[CH:22][CH:23]=[C:24]([C:9]#[C:8][CH:10]3[CH2:12][CH2:11]3)[CH:25]=1)[CH2:20][C:19]([CH3:28])([CH3:29])[CH2:18]2, predict the reactants needed to synthesize it. The reactants are: C(NC(C)C)(C)C.[C:8]([CH:10]1[CH2:12][CH2:11]1)#[CH:9].[NH2:13][C:14]1[N:15]([CH3:32])[C:16](=[O:31])[C:17]2([N:30]=1)[C:26]1[C:21](=[CH:22][CH:23]=[C:24](Br)[CH:25]=1)[CH2:20][C:19]([CH3:29])([CH3:28])[CH2:18]2.